This data is from Catalyst prediction with 721,799 reactions and 888 catalyst types from USPTO. The task is: Predict which catalyst facilitates the given reaction. (1) Reactant: [Br:1][C:2]1[C:3]2[N:10]=[C:9]([C:11]3[C:16]([F:17])=[CH:15][CH:14]=[CH:13][C:12]=3[Cl:18])[S:8][C:4]=2[CH:5]=[N:6][CH:7]=1.C1C=C(Cl)C=C(C(OO)=[O:27])C=1.[O-]S([O-])=O.[Na+].[Na+].C([O-])(O)=O.[Na+]. Product: [Br:1][C:2]1[C:3]2[N:10]=[C:9]([C:11]3[C:16]([F:17])=[CH:15][CH:14]=[CH:13][C:12]=3[Cl:18])[S:8][C:4]=2[CH:5]=[N+:6]([O-:27])[CH:7]=1. The catalyst class is: 2. (2) Reactant: [Br:1][C:2]1[CH:3]=[C:4]([CH2:8]P(=O)(OCC)OCC)[CH:5]=[CH:6][CH:7]=1.[CH3:17][N:18]1[CH:23]2[CH2:24][CH2:25][CH:19]1[CH2:20][C:21](=O)[CH2:22]2. Product: [Br:1][C:2]1[CH:3]=[C:4]([CH:8]=[C:21]2[CH2:22][CH:23]3[N:18]([CH3:17])[CH:19]([CH2:25][CH2:24]3)[CH2:20]2)[CH:5]=[CH:6][CH:7]=1. The catalyst class is: 1. (3) Reactant: [S:1]1[CH:5]=[CH:4][C:3]([CH2:6][C:7]([O:9]CC)=[O:8])=[C:2]1[C:12]1[S:13][CH:14]=[CH:15][CH:16]=1.[OH-].[Na+]. Product: [S:1]1[CH:5]=[CH:4][C:3]([CH2:6][C:7]([OH:9])=[O:8])=[C:2]1[C:12]1[S:13][CH:14]=[CH:15][CH:16]=1. The catalyst class is: 5. (4) Reactant: [NH:1]([C:29]([O:31][C:32]([CH3:35])([CH3:34])[CH3:33])=[O:30])[C@H:2]([C:26](O)=O)[CH2:3][C:4](=[O:25])[NH:5][C:6]([C:19]1[CH:24]=[CH:23][CH:22]=[CH:21][CH:20]=1)([C:13]1[CH:18]=[CH:17][CH:16]=[CH:15][CH:14]=1)[C:7]1[CH:12]=[CH:11][CH:10]=[CH:9][CH:8]=1.CN1CCOCC1.ClC(OCC(C)C)=O.[CH2:51]([C:56]1[CH:57]=[C:58]([NH2:63])[C:59]([NH2:62])=[CH:60][CH:61]=1)[C:52]([CH3:55])([CH3:54])[CH3:53].C(O)(=O)C. Product: [CH2:51]([C:56]1[CH:61]=[CH:60][C:59]2[NH:62][C:26]([C@@H:2]([NH:1][C:29](=[O:30])[O:31][C:32]([CH3:35])([CH3:34])[CH3:33])[CH2:3][C:4](=[O:25])[NH:5][C:6]([C:7]3[CH:12]=[CH:11][CH:10]=[CH:9][CH:8]=3)([C:19]3[CH:20]=[CH:21][CH:22]=[CH:23][CH:24]=3)[C:13]3[CH:14]=[CH:15][CH:16]=[CH:17][CH:18]=3)=[N:63][C:58]=2[CH:57]=1)[C:52]([CH3:55])([CH3:54])[CH3:53]. The catalyst class is: 10. (5) Reactant: [NH2:1][CH2:2][CH2:3][C:4]([NH:6][C:7]([CH3:10])([CH3:9])[CH3:8])=[O:5].C(N(CC)CC)C.[F:18][C:19]1[CH:20]=[C:21]([C:29]2[S:33][C:32]([NH:34][C:35](N3C=CN=C3)=[O:36])=[N:31][C:30]=2[CH3:42])[CH:22]=[CH:23][C:24]=1[S:25]([CH3:28])(=[O:27])=[O:26]. Product: [C:7]([NH:6][C:4](=[O:5])[CH2:3][CH2:2][NH:1][C:35]([NH:34][C:32]1[S:33][C:29]([C:21]2[CH:22]=[CH:23][C:24]([S:25]([CH3:28])(=[O:26])=[O:27])=[C:19]([F:18])[CH:20]=2)=[C:30]([CH3:42])[N:31]=1)=[O:36])([CH3:10])([CH3:9])[CH3:8]. The catalyst class is: 3. (6) Reactant: [CH3:1][N:2]([CH3:20])[C:3](=[O:19])[CH2:4][N:5]1[CH2:11][CH2:10][C:9]2[CH:12]=[C:13]([N+:16]([O-])=O)[CH:14]=[CH:15][C:8]=2[CH2:7][CH2:6]1.CO. Product: [CH3:1][N:2]([CH3:20])[C:3](=[O:19])[CH2:4][N:5]1[CH2:11][CH2:10][C:9]2[CH:12]=[C:13]([NH2:16])[CH:14]=[CH:15][C:8]=2[CH2:7][CH2:6]1. The catalyst class is: 45. (7) Reactant: [C:1]([CH:3]([C:10]1[CH:15]=[CH:14][CH:13]=[CH:12][CH:11]=1)[CH2:4][C:5]([O:7]CC)=[O:6])#N.[OH-:16].[K+].CC[OH:20]. Product: [C:10]1([CH:3]([CH2:4][C:5]([OH:7])=[O:6])[C:1]([OH:20])=[O:16])[CH:15]=[CH:14][CH:13]=[CH:12][CH:11]=1. The catalyst class is: 11. (8) Reactant: [Cl:1][C:2]1[CH:3]=[C:4]([OH:26])[CH:5]=[CH:6][C:7]=1[CH:8]([CH3:25])[C:9]([OH:24])([C:14]1[CH:15]=[N:16][C:17]2[C:22]([CH:23]=1)=[CH:21][CH:20]=[CH:19][CH:18]=2)[C:10]([F:13])([F:12])[F:11].C(=O)([O-])[O-].[Cs+].[Cs+].[C:33]1([S:39](Cl)(=[O:41])=[O:40])[CH:38]=[CH:37][CH:36]=[CH:35][CH:34]=1.O. Product: [Cl:1][C:2]1[CH:3]=[C:4]([O:26][S:39]([C:33]2[CH:38]=[CH:37][CH:36]=[CH:35][CH:34]=2)(=[O:41])=[O:40])[CH:5]=[CH:6][C:7]=1[CH:8]([CH3:25])[C:9]([OH:24])([C:14]1[CH:15]=[N:16][C:17]2[C:22]([CH:23]=1)=[CH:21][CH:20]=[CH:19][CH:18]=2)[C:10]([F:11])([F:13])[F:12]. The catalyst class is: 80. (9) Reactant: C([O:3][C:4](=[O:41])[CH:5]([C:24]1[CH:29]=[CH:28][CH:27]=[C:26]([N:30]([C:35](=[O:40])[C:36]([CH3:39])([CH3:38])[CH3:37])[CH2:31][CH:32]([CH3:34])[CH3:33])[CH:25]=1)[CH2:6][C:7]1[CH:12]=[CH:11][C:10]([NH:13][C:14](=[O:23])[C:15]2[C:20]([Cl:21])=[CH:19][CH:18]=[CH:17][C:16]=2[Cl:22])=[CH:9][CH:8]=1)C.[OH-].[Na+]. Product: [Cl:21][C:20]1[CH:19]=[CH:18][CH:17]=[C:16]([Cl:22])[C:15]=1[C:14]([NH:13][C:10]1[CH:11]=[CH:12][C:7]([CH2:6][CH:5]([C:24]2[CH:29]=[CH:28][CH:27]=[C:26]([N:30]([C:35](=[O:40])[C:36]([CH3:39])([CH3:37])[CH3:38])[CH2:31][CH:32]([CH3:34])[CH3:33])[CH:25]=2)[C:4]([OH:41])=[O:3])=[CH:8][CH:9]=1)=[O:23]. The catalyst class is: 111. (10) Reactant: [C:1](#[N:4])[CH2:2]C.C[Si]([N-][Si](C)(C)C)(C)C.[Li+].[OH:15][C:16]([CH3:24])([CH3:23])[CH2:17][C:18]([O:20]CC)=O. Product: [OH:15][C:16]([CH3:23])([CH3:24])[CH2:17][C:18](=[O:20])[CH2:2][C:1]#[N:4]. The catalyst class is: 20.